Dataset: Forward reaction prediction with 1.9M reactions from USPTO patents (1976-2016). Task: Predict the product of the given reaction. (1) Given the reactants [CH3:1][C:2]1([C:7]2(/[CH:10]=[CH:11]/[C:12](=[O:14])[CH3:13])[CH2:9][CH2:8]2)[O:6][CH2:5][CH2:4][O:3]1.[H][H], predict the reaction product. The product is: [CH3:1][C:2]1([C:7]2([CH2:10][CH2:11][C:12](=[O:14])[CH3:13])[CH2:9][CH2:8]2)[O:3][CH2:4][CH2:5][O:6]1. (2) Given the reactants [N+:1]([C:4]1[CH:38]=[CH:37][C:7]([CH2:8][N:9]([CH2:16][C:17]2[CH:36]=[CH:35][C:20](/[CH:21]=[CH:22]/[C@@H:23]3[CH2:27][CH2:26][CH2:25][N:24]3[C:28]([O:30][C:31]([CH3:34])([CH3:33])[CH3:32])=[O:29])=[CH:19][CH:18]=2)[C:10]2[CH:15]=[CH:14][CH:13]=[CH:12][CH:11]=2)=[CH:6][CH:5]=1)([O-])=O.[Bi](Cl)(Cl)Cl.[BH4-].[Na+].CO, predict the reaction product. The product is: [NH2:1][C:4]1[CH:38]=[CH:37][C:7]([CH2:8][N:9]([CH2:16][C:17]2[CH:36]=[CH:35][C:20](/[CH:21]=[CH:22]/[C@@H:23]3[CH2:27][CH2:26][CH2:25][N:24]3[C:28]([O:30][C:31]([CH3:33])([CH3:34])[CH3:32])=[O:29])=[CH:19][CH:18]=2)[C:10]2[CH:11]=[CH:12][CH:13]=[CH:14][CH:15]=2)=[CH:6][CH:5]=1. (3) The product is: [CH3:30][N:31]([CH3:32])[C:27]([CH:9]1[CH:8]([C:4]2[CH:5]=[CH:6][CH:7]=[C:2]([Cl:1])[CH:3]=2)[C:12]([C:15]2[CH:20]=[CH:19][C:18]([Cl:21])=[CH:17][CH:16]=2)([C:13]#[N:14])[CH:11]([CH2:22][C:23]([CH3:24])([CH3:26])[CH3:25])[NH:10]1)=[O:29]. Given the reactants [Cl:1][C:2]1[CH:3]=[C:4]([CH:8]2[C:12]([C:15]3[CH:20]=[CH:19][C:18]([Cl:21])=[CH:17][CH:16]=3)([C:13]#[N:14])[CH:11]([CH2:22][C:23]([CH3:26])([CH3:25])[CH3:24])[NH:10][CH:9]2[C:27]([OH:29])=O)[CH:5]=[CH:6][CH:7]=1.[CH3:30][NH:31][CH3:32].CN(C(ON1N=NC2C=CC=NC1=2)=[N+](C)C)C.F[P-](F)(F)(F)(F)F.CCN(C(C)C)C(C)C, predict the reaction product. (4) The product is: [CH3:21][C:13]1[O:10][C:1]([CH:2]=[CH:3][C:4]2[CH:5]=[CH:6][CH:7]=[CH:8][CH:9]=2)=[N:11][C:14]=1[CH2:15][C:16]([O:18][CH3:19])=[O:17]. Given the reactants [C:1]([NH2:11])(=[O:10])[CH:2]=[CH:3][C:4]1[CH:9]=[CH:8][CH:7]=[CH:6][CH:5]=1.Br[CH:13]([CH3:21])[C:14](=O)[CH2:15][C:16]([O:18][CH3:19])=[O:17].C(OC(=O)C)C, predict the reaction product. (5) Given the reactants [NH2:1][C:2]1[CH:23]=[CH:22][C:5]2[N:6]([CH:9]([C:16]3[CH:21]=[CH:20][CH:19]=[CH:18][CH:17]=3)[CH2:10][C:11]([O:13][CH2:14][CH3:15])=[O:12])[CH:7]=[N:8][C:4]=2[CH:3]=1.C(N(CC)CC)C.[N+:31]([C:34]1[CH:35]=[C:36]([CH:40]=[CH:41][CH:42]=1)[C:37](Cl)=[O:38])([O-:33])=[O:32], predict the reaction product. The product is: [N+:31]([C:34]1[CH:35]=[C:36]([CH:40]=[CH:41][CH:42]=1)[C:37]([NH:1][C:2]1[CH:23]=[CH:22][C:5]2[N:6]([CH:9]([C:16]3[CH:17]=[CH:18][CH:19]=[CH:20][CH:21]=3)[CH2:10][C:11]([O:13][CH2:14][CH3:15])=[O:12])[CH:7]=[N:8][C:4]=2[CH:3]=1)=[O:38])([O-:33])=[O:32]. (6) Given the reactants [O:1]1[C:5]2[CH:6]=[CH:7][C:8]([CH:10]([CH2:15][C:16]([OH:18])=[O:17])[CH2:11][C:12]([OH:14])=O)=[CH:9][C:4]=2[O:3][CH2:2]1, predict the reaction product. The product is: [O:1]1[C:5]2[CH:6]=[CH:7][C:8]([CH:10]3[CH2:11][C:12](=[O:14])[O:18][C:16](=[O:17])[CH2:15]3)=[CH:9][C:4]=2[O:3][CH2:2]1. (7) The product is: [NH2:40][C@H:10]([CH2:9][C:4]1[CH:3]=[C:2]([F:1])[CH:7]=[C:6]([F:8])[CH:5]=1)[C:11]([N:13]1[CH2:14][CH2:15][CH:16]([N:19]2[N:28]=[C:27]([C:29]3[CH:34]=[CH:33][C:32]([O:35][CH3:36])=[C:31]([O:37][CH3:38])[CH:30]=3)[C@@H:26]3[C@@H:21]([CH2:22][CH2:23][CH2:24][CH2:25]3)[C:20]2=[O:39])[CH2:17][CH2:18]1)=[O:12]. Given the reactants [F:1][C:2]1[CH:3]=[C:4]([CH2:9][C@@H:10]([NH:40]C(=O)OC(C)(C)C)[C:11]([N:13]2[CH2:18][CH2:17][CH:16]([N:19]3[N:28]=[C:27]([C:29]4[CH:34]=[CH:33][C:32]([O:35][CH3:36])=[C:31]([O:37][CH3:38])[CH:30]=4)[C@@H:26]4[C@@H:21]([CH2:22][CH2:23][CH2:24][CH2:25]4)[C:20]3=[O:39])[CH2:15][CH2:14]2)=[O:12])[CH:5]=[C:6]([F:8])[CH:7]=1.FC(F)(F)C(O)=O.C(=O)(O)[O-].[Na+], predict the reaction product. (8) Given the reactants [CH2:1]([N:8]1[C@@H:13]2[C@H:14]([C:16]([O:18][C:19]([CH3:22])([CH3:21])[CH3:20])=[O:17])[CH2:15][C@@:9]1([C:24]1[CH:29]=[CH:28][CH:27]=[CH:26][CH:25]=1)[C:10](=O)[CH2:11][CH2:12]2)[C:2]1[CH:7]=[CH:6][CH:5]=[CH:4][CH:3]=1.[CH2:30]([NH2:37])[C:31]1[CH:36]=[CH:35][CH:34]=[CH:33][CH:32]=1.C([BH3-])#N.[Na+], predict the reaction product. The product is: [CH2:30]([NH:37][C@@H:10]1[CH2:11][CH2:12][C@@H:13]2[N:8]([CH2:1][C:2]3[CH:3]=[CH:4][CH:5]=[CH:6][CH:7]=3)[C@@:9]1([C:24]1[CH:25]=[CH:26][CH:27]=[CH:28][CH:29]=1)[CH2:15][C@H:14]2[C:16]([O:18][C:19]([CH3:20])([CH3:21])[CH3:22])=[O:17])[C:31]1[CH:36]=[CH:35][CH:34]=[CH:33][CH:32]=1. (9) Given the reactants [OH:1][C@@H:2]1[CH2:7][CH2:6][CH2:5][CH2:4][C@H:3]1[NH:8][C:9]1[S:10][C:11]2[CH:17]=[C:16]([CH2:18][N:19]3[C:23]4[CH:24]=[CH:25][C:26]([OH:28])=[CH:27][C:22]=4[N:21]=[CH:20]3)[CH:15]=[CH:14][C:12]=2[N:13]=1.I[CH2:30][CH3:31].C([O-])([O-])=O.[Cs+].[Cs+].O, predict the reaction product. The product is: [CH2:30]([O:28][C:26]1[CH:25]=[CH:24][C:23]2[N:19]([CH2:18][C:16]3[CH:15]=[CH:14][C:12]4[N:13]=[C:9]([NH:8][C@@H:3]5[CH2:4][CH2:5][CH2:6][CH2:7][C@H:2]5[OH:1])[S:10][C:11]=4[CH:17]=3)[CH:20]=[N:21][C:22]=2[CH:27]=1)[CH3:31]. (10) Given the reactants [S:1]1[CH:5]=[CH:4][CH:3]=[C:2]1[C:6]([OH:8])=[O:7].[Li+].[CH3:10][CH:11]([N-]C(C)C)C.ICC, predict the reaction product. The product is: [CH2:10]([C:5]1[S:1][C:2]([C:6]([OH:8])=[O:7])=[CH:3][CH:4]=1)[CH3:11].